This data is from Full USPTO retrosynthesis dataset with 1.9M reactions from patents (1976-2016). The task is: Predict the reactants needed to synthesize the given product. (1) Given the product [CH3:12][N:8]1[C:6](=[O:7])[N:3]([CH3:4])[CH2:2][CH2:10][CH2:9]1, predict the reactants needed to synthesize it. The reactants are: C1N=[CH:4][N:3]([C:6]([N:8]2[CH:12]=N[CH:10]=[CH:9]2)=[O:7])[CH:2]=1.ClC(OCC(C)C)=O. (2) Given the product [CH3:15][N:16]1[CH:20]=[C:19]([S:21]([N:24]2[C:32]3[CH:31]=[CH:30][C:29]([C:33]([N:35]4[CH2:40][CH2:39][CH:38]([CH3:41])[CH2:37][CH2:36]4)=[O:34])=[CH:28][C:27]=3[C:26]3[CH2:42][N:43]([CH:49]4[CH2:50][CH2:51][O:46][CH2:47][CH2:48]4)[CH2:44][CH2:45][C:25]2=3)(=[O:22])=[O:23])[N:18]=[CH:17]1, predict the reactants needed to synthesize it. The reactants are: C(O)(C(F)(F)F)=O.OC(C(F)(F)F)=O.[CH3:15][N:16]1[CH:20]=[C:19]([S:21]([N:24]2[C:32]3[CH:31]=[CH:30][C:29]([C:33]([N:35]4[CH2:40][CH2:39][CH:38]([CH3:41])[CH2:37][CH2:36]4)=[O:34])=[CH:28][C:27]=3[C:26]3[CH2:42][NH:43][CH2:44][CH2:45][C:25]2=3)(=[O:23])=[O:22])[N:18]=[CH:17]1.[O:46]1[CH2:51][CH2:50][C:49](=O)[CH2:48][CH2:47]1. (3) Given the product [C:7]([C:9]1[C:10]([O:24][CH3:25])=[C:11]([CH2:21][OH:22])[C:12]2[C:17]([C:18]=1[O:19][CH3:20])=[CH:16][CH:15]=[CH:14][CH:13]=2)#[N:8], predict the reactants needed to synthesize it. The reactants are: C(Cl)(=O)C(Cl)=O.[C:7]([C:9]1[C:10]([O:24][CH3:25])=[C:11]([C:21](O)=[O:22])[C:12]2[C:17]([C:18]=1[O:19][CH3:20])=[CH:16][CH:15]=[CH:14][CH:13]=2)#[N:8].[BH4-].[Na+].